Dataset: Catalyst prediction with 721,799 reactions and 888 catalyst types from USPTO. Task: Predict which catalyst facilitates the given reaction. (1) The catalyst class is: 9. Reactant: [CH:1]([C:3]1[C:11]2[C:6](=[CH:7][C:8]([C:12]([OH:14])=O)=[CH:9][CH:10]=2)[NH:5][N:4]=1)=[O:2].[NH2:15][C:16]1[CH:21]=[CH:20][C:19]([OH:22])=[CH:18][CH:17]=1.CN(C(ON1N=NC2C=CC=NC1=2)=[N+](C)C)C.F[P-](F)(F)(F)(F)F.C(N(CC)CC)C. Product: [OH:22][C:19]1[CH:20]=[CH:21][C:16]([NH:15][C:12]([C:8]2[CH:7]=[C:6]3[C:11]([C:3]([CH:1]=[O:2])=[N:4][NH:5]3)=[CH:10][CH:9]=2)=[O:14])=[CH:17][CH:18]=1. (2) Reactant: [F:1][C:2]1[CH:10]=[C:9]2[C:5]([C:6]([C:12]3[N:17]=[C:16]4[C:18]([C:21]([OH:23])=O)=[CH:19][NH:20][C:15]4=[N:14][CH:13]=3)=[N:7][N:8]2[CH3:11])=[CH:4][CH:3]=1.[CH3:24][C:25]([NH2:29])([C:27]#[CH:28])[CH3:26].CN(C(ON1N=NC2C=CC=NC1=2)=[N+](C)C)C.F[P-](F)(F)(F)(F)F.CCN(C(C)C)C(C)C. Product: [F:1][C:2]1[CH:10]=[C:9]2[C:5]([C:6]([C:12]3[N:17]=[C:16]4[C:18]([C:21]([NH:29][C:25]([CH3:26])([C:27]#[CH:28])[CH3:24])=[O:23])=[CH:19][NH:20][C:15]4=[N:14][CH:13]=3)=[N:7][N:8]2[CH3:11])=[CH:4][CH:3]=1. The catalyst class is: 18. (3) Reactant: [OH:1][CH2:2][CH2:3][N:4]1[C:12]2[C:7](=[CH:8][CH:9]=[CH:10][CH:11]=2)[C:6]([CH3:14])([CH3:13])[CH:5]1[CH2:15][O:16][CH:17]1[CH:22]([C:23]2[CH:28]=[CH:27][C:26]([O:29][CH2:30][CH2:31][CH2:32][O:33][CH2:34][C:35]3[CH:40]=[CH:39][CH:38]=[CH:37][C:36]=3[O:41][CH3:42])=[CH:25][CH:24]=2)[CH2:21][CH2:20][N:19]([C:43]([O:45][C:46]([CH3:49])([CH3:48])[CH3:47])=[O:44])[CH2:18]1.C(N(CC)CC)C.[C:57]1([CH3:67])[CH:62]=[CH:61][C:60]([S:63](Cl)(=[O:65])=[O:64])=[CH:59][CH:58]=1.O. Product: [CH3:13][C:6]1([CH3:14])[C:7]2[C:12](=[CH:11][CH:10]=[CH:9][CH:8]=2)[N:4]([CH2:3][CH2:2][O:1][S:63]([C:60]2[CH:61]=[CH:62][C:57]([CH3:67])=[CH:58][CH:59]=2)(=[O:65])=[O:64])[CH:5]1[CH2:15][O:16][CH:17]1[CH:22]([C:23]2[CH:24]=[CH:25][C:26]([O:29][CH2:30][CH2:31][CH2:32][O:33][CH2:34][C:35]3[CH:40]=[CH:39][CH:38]=[CH:37][C:36]=3[O:41][CH3:42])=[CH:27][CH:28]=2)[CH2:21][CH2:20][N:19]([C:43]([O:45][C:46]([CH3:49])([CH3:48])[CH3:47])=[O:44])[CH2:18]1. The catalyst class is: 119. (4) Reactant: [NH2:1][C:2]1[CH:7]=[C:6]([F:8])[CH:5]=[C:4]([NH2:9])[C:3]=1[NH:10][CH2:11][CH2:12][CH2:13][OH:14].[C:23](O[C:23]([O:25][C:26]([CH3:29])([CH3:28])[CH3:27])=[O:24])([O:25][C:26]([CH3:29])([CH3:28])[CH3:27])=[O:24].[Cl:30][C:31]1[CH:36]=[C:35]([Cl:37])[CH:34]=[CH:33][C:32]=1[N:38]=[C:39]=[S:40]. Product: [NH2:9][C:4]1[CH:5]=[C:6]([F:8])[CH:7]=[C:2]([NH:1][C:39](=[S:40])[NH:38][C:32]2[CH:33]=[CH:34][C:35]([Cl:37])=[CH:36][C:31]=2[Cl:30])[C:3]=1[N:10]([CH2:11][CH2:12][CH2:13][OH:14])[C:23](=[O:24])[O:25][C:26]([CH3:27])([CH3:28])[CH3:29]. The catalyst class is: 7. (5) Reactant: [C:1]1([S:7]([CH2:10][C:11]2[N:16]3[CH2:17][C@@H:18]([CH2:20][O:21][C:22]4[CH:27]=[CH:26][C:25]([CH:28]5[CH2:33][CH2:32][CH2:31][CH2:30][CH2:29]5)=[CH:24][CH:23]=4)[O:19][C:15]3=[N:14][C:13](=[O:34])[CH:12]=2)(=O)=O)[CH:6]=[CH:5][CH:4]=[CH:3][CH:2]=1.B1([O-])OO1.O.O.O.O.[Na+].[OH-].[Na+].C([O-])([O-])=O.[Na+].[Na+]. Product: [CH:28]1([C:25]2[CH:26]=[CH:27][C:22]([O:21][CH2:20][C@H:18]3[O:19][C:15]4=[N:14][C:13](=[O:34])[CH:12]=[C:11]([CH2:10][S:7][C:1]5[CH:6]=[CH:5][CH:4]=[CH:3][CH:2]=5)[N:16]4[CH2:17]3)=[CH:23][CH:24]=2)[CH2:33][CH2:32][CH2:31][CH2:30][CH2:29]1. The catalyst class is: 52. (6) Reactant: [Cl:1][C:2]1[CH:7]=[CH:6][C:5]([C:8]2[C:12]3[CH2:13][N:14]([S:17]([CH3:20])(=[O:19])=[O:18])[CH2:15][CH2:16][C:11]=3[N:10]([CH2:21][CH2:22][CH2:23][N:24]3[CH2:29][CH2:28][O:27][CH2:26][CH2:25]3)[N:9]=2)=[CH:4][C:3]=1[C:30]#[CH:31].ClC1C=CC(C2C3CN(S(C)(=O)=O)CCC=3N(CCCN3CCOCC3)N=2)=CC=1C#C[Si](C)(C)C.[F-].C([N+:72]([CH2:81][CH2:82][CH2:83][CH3:84])([CH2:77][CH2:78][CH2:79][CH3:80])CCCC)CCC. Product: [Cl:1][C:2]1[CH:7]=[CH:6][C:5]([C:8]2[C:12]3[CH2:13][N:14]([S:17]([CH3:20])(=[O:19])=[O:18])[CH2:15][CH2:16][C:11]=3[N:10]([CH2:21][CH2:22][CH2:23][N:24]3[CH2:25][CH2:26][O:27][CH2:28][CH2:29]3)[N:9]=2)=[CH:4][C:3]=1[C:30]#[C:31][C:80]1[CH:84]=[C:83]2[C:77](=[CH:78][CH:79]=1)[NH:72][CH:81]=[CH:82]2. The catalyst class is: 20. (7) Reactant: [C:1]([C:5]1[CH:28]=[CH:27][C:8]([C:9]([C:11]2[N:15]([CH2:16][CH2:17][CH2:18][NH:19]C(=O)OC(C)(C)C)[CH:14]=[N:13][CH:12]=2)=[O:10])=[CH:7][CH:6]=1)([CH3:4])([CH3:3])[CH3:2]. Product: [NH2:19][CH2:18][CH2:17][CH2:16][N:15]1[C:11]([C:9]([C:8]2[CH:7]=[CH:6][C:5]([C:1]([CH3:4])([CH3:3])[CH3:2])=[CH:28][CH:27]=2)=[O:10])=[CH:12][N:13]=[CH:14]1. The catalyst class is: 5.